From a dataset of Catalyst prediction with 721,799 reactions and 888 catalyst types from USPTO. Predict which catalyst facilitates the given reaction. Reactant: [CH3:1][S:2][CH2:3][CH2:4][N:5]1[C:9]2[CH:10]=[CH:11][CH:12]=[CH:13][C:8]=2[N:7]=[C:6]1[CH2:14][N:15]1[C:19]2[CH:20]=[CH:21][CH:22]=[C:23](CCN(C)C)[C:18]=2[N:17]=[N:16]1.[OH2:29].[OH2:30].O.O.O.O.C1(=O)OOOOC(=O)C2=CC=CC=C12.[Mg]. Product: [CH3:1][S:2]([CH2:3][CH2:4][N:5]1[C:9]2[CH:10]=[CH:11][CH:12]=[CH:13][C:8]=2[N:7]=[C:6]1[CH2:14][N:15]1[C:19]2[CH:20]=[CH:21][CH:22]=[CH:23][C:18]=2[N:17]=[N:16]1)(=[O:30])=[O:29]. The catalyst class is: 508.